Dataset: Full USPTO retrosynthesis dataset with 1.9M reactions from patents (1976-2016). Task: Predict the reactants needed to synthesize the given product. (1) Given the product [N:36]([C:22]1[C:23]([C:24](=[O:31])[NH:25][CH:26]2[CH2:30][CH2:29][CH2:28][CH2:27]2)=[C:11]2[N:10]=[CH:9][C:8]([C:3]3[CH:4]=[CH:5][CH:6]=[CH:7][C:2]=3[Cl:1])=[C:13]([C:14]3[CH:19]=[CH:18][C:17]([Cl:20])=[CH:16][CH:15]=3)[N:12]2[N:21]=1)=[N+:37]=[N-:38], predict the reactants needed to synthesize it. The reactants are: [Cl:1][C:2]1[CH:7]=[CH:6][CH:5]=[CH:4][C:3]=1[C:8]1[CH:9]=[N:10][C:11]2[N:12]([N:21]=[C:22](S(C)(=O)=O)[C:23]=2[C:24](=[O:31])[NH:25][CH:26]2[CH2:30][CH2:29][CH2:28][CH2:27]2)[C:13]=1[C:14]1[CH:19]=[CH:18][C:17]([Cl:20])=[CH:16][CH:15]=1.[N-:36]=[N+:37]=[N-:38].[Na+]. (2) Given the product [F:1][C:2]1[CH:25]=[CH:24][CH:23]=[C:22]([C:26]([F:28])([F:29])[F:27])[C:3]=1[C:4]([NH:6][C:7]1[S:18][C:10]2[C:11]([CH3:17])([CH3:16])[O:12][C:13]([CH3:14])([CH3:15])[C:9]=2[C:8]=1[C:19]([NH:33][CH:30]([CH3:32])[CH3:31])=[O:21])=[O:5], predict the reactants needed to synthesize it. The reactants are: [F:1][C:2]1[CH:25]=[CH:24][CH:23]=[C:22]([C:26]([F:29])([F:28])[F:27])[C:3]=1[C:4]([NH:6][C:7]1[S:18][C:10]2[C:11]([CH3:17])([CH3:16])[O:12][C:13]([CH3:15])([CH3:14])[C:9]=2[C:8]=1[C:19]([OH:21])=O)=[O:5].[CH:30]([NH2:33])([CH3:32])[CH3:31]. (3) Given the product [Cl:29][C:23]1[CH:24]=[CH:25][C:26]([Cl:28])=[CH:27][C:22]=1[C:21]1[C:15]2[O:14][CH:13]([CH2:12][NH:32][CH3:31])[CH2:17][C:16]=2[CH:18]=[C:19]([F:30])[CH:20]=1, predict the reactants needed to synthesize it. The reactants are: CC1C=CC(S(O[CH2:12][CH:13]2[CH2:17][C:16]3[CH:18]=[C:19]([F:30])[CH:20]=[C:21]([C:22]4[CH:27]=[C:26]([Cl:28])[CH:25]=[CH:24][C:23]=4[Cl:29])[C:15]=3[O:14]2)(=O)=O)=CC=1.[CH3:31][NH2:32]. (4) Given the product [CH3:1][O:2][C:3]1[CH:4]=[C:5]([C:12]([F:13])([F:14])[F:15])[CH:6]=[C:7]([CH:8]=1)[NH2:9], predict the reactants needed to synthesize it. The reactants are: [CH3:1][O:2][C:3]1[CH:4]=[C:5]([C:12]([F:15])([F:14])[F:13])[CH:6]=[C:7]([N+:9]([O-])=O)[CH:8]=1. (5) The reactants are: Br.[CH2:2]([NH:4][CH:5]([CH3:15])[CH2:6][C:7]1[CH:8]=[C:9]([OH:14])[C:10]([OH:13])=[CH:11][CH:12]=1)[CH3:3].[C:16](=[O:19])(O)[O-].[Na+].[C:21](O[C:29]([O:31][C:32]([CH3:35])([CH3:34])[CH3:33])=[O:30])(OC(C)(C)C)=O. Given the product [CH3:21][O:14][C:9]1[CH:8]=[C:7]([CH2:6][CH:5]([NH:4][CH2:2][CH3:3])[CH3:15])[CH:12]=[CH:11][C:10]=1[O:19][CH3:16].[C:32]([O:31][C:29](=[O:30])[N:4]([CH:5]([CH3:15])[CH2:6][C:7]1[CH:12]=[CH:11][C:10]([OH:13])=[C:9]([OH:14])[CH:8]=1)[CH2:2][CH3:3])([CH3:33])([CH3:34])[CH3:35], predict the reactants needed to synthesize it. (6) The reactants are: C(=O)([O-])[O-].[Cs+].[Cs+].Br[C:8]1[CH:13]=[CH:12][CH:11]=[C:10]([O:14][CH3:15])[N:9]=1.[C:16]1([NH:22][C:23]([C:25]2[N:26]=[C:27]3[CH:32]=[CH:31][C:30](B(O)O)=[CH:29][N:28]3[CH:36]=2)=[O:24])[CH:21]=[CH:20][CH:19]=[CH:18][CH:17]=1. Given the product [CH3:15][O:14][C:10]1[N:9]=[C:8]([C:30]2[CH:31]=[CH:32][C:27]3[N:28]([CH:36]=[C:25]([C:23]([NH:22][C:16]4[CH:21]=[CH:20][CH:19]=[CH:18][CH:17]=4)=[O:24])[N:26]=3)[CH:29]=2)[CH:13]=[CH:12][CH:11]=1, predict the reactants needed to synthesize it. (7) Given the product [SH:35][C:2]1[N:10]([CH2:11][CH:12]=[C:13]([CH3:15])[CH3:14])[C:9]2[C:8](=[O:16])[N:7]([CH2:17][C:18](=[O:25])[C:19]3[CH:24]=[CH:23][CH:22]=[CH:21][CH:20]=3)[C:6](=[O:26])[N:5]([CH3:27])[C:4]=2[N:3]=1, predict the reactants needed to synthesize it. The reactants are: Br[C:2]1[N:10]([CH2:11][CH:12]=[C:13]([CH3:15])[CH3:14])[C:9]2[C:8](=[O:16])[N:7]([CH2:17][C:18](=[O:25])[C:19]3[CH:24]=[CH:23][CH:22]=[CH:21][CH:20]=3)[C:6](=[O:26])[N:5]([CH3:27])[C:4]=2[N:3]=1.Cl.COC(=O)[C@H](C[SH:35])N.C(=O)([O-])[O-].[K+].[K+].O. (8) Given the product [N:19]([CH2:22][C@H:23]1[O:27][C:26](=[O:28])[N:25]([C:29]2[CH:34]=[CH:33][C:2]([C:3]([O:5][C:6]3[C:11]([F:12])=[C:10]([F:13])[C:9]([F:14])=[C:8]([F:15])[C:7]=3[F:16])=[O:4])=[C:31]([F:38])[CH:30]=2)[CH2:24]1)=[N+:20]=[N-:21], predict the reactants needed to synthesize it. The reactants are: F[C:2](F)(F)[C:3]([O:5][C:6]1[C:11]([F:12])=[C:10]([F:13])[C:9]([F:14])=[C:8]([F:15])[C:7]=1[F:16])=[O:4].[N:19]([CH2:22][C@H:23]1[O:27][C:26](=[O:28])[N:25]([C:29]2[CH:34]=[CH:33]C(C(O)=O)=[C:31]([F:38])[CH:30]=2)[CH2:24]1)=[N+:20]=[N-:21].N1C=CC=CC=1.C(O)(=O)CC(CC(O)=O)(C(O)=O)O. (9) Given the product [Br:1][C:2]1[CH:12]=[CH:11][C:5]2[O:6][C:7]3[C:8](=[O:9])[NH:10][C:16]([CH2:17][N:21]4[CH2:26][CH2:25][O:24][CH2:23][CH2:22]4)=[N:14][C:13]=3[C:4]=2[CH:3]=1, predict the reactants needed to synthesize it. The reactants are: [Br:1][C:2]1[CH:12]=[CH:11][C:5]([O:6][CH2:7][C:8]([NH2:10])=[O:9])=[C:4]([C:13]#[N:14])[CH:3]=1.N1CCC[CH2:17][CH2:16]1.[NH:21]1[CH2:26][CH2:25][O:24][CH2:23][CH2:22]1.